This data is from Full USPTO retrosynthesis dataset with 1.9M reactions from patents (1976-2016). The task is: Predict the reactants needed to synthesize the given product. (1) Given the product [CH3:11][O:12][C:13](=[O:43])[NH:14][CH:15]1[CH2:24][C:23]2[C:18](=[CH:19][CH:20]=[CH:21][CH:22]=2)[N:17]([C:25](=[O:42])[CH2:26][C:27]([CH3:41])([CH3:40])[CH2:28][C@H:29]([NH:32][C:33]([O:35][C:36]([CH3:38])([CH3:39])[CH3:37])=[O:34])[CH:30]=[CH2:1])[CH2:16]1, predict the reactants needed to synthesize it. The reactants are: [CH3:1][Si]([N-][Si](C)(C)C)(C)C.[K+].[CH3:11][O:12][C:13](=[O:43])[NH:14][CH:15]1[CH2:24][C:23]2[C:18](=[CH:19][CH:20]=[CH:21][CH:22]=2)[N:17]([C:25](=[O:42])[CH2:26][C:27]([CH3:41])([CH3:40])[CH2:28][C@H:29]([NH:32][C:33]([O:35][C:36]([CH3:39])([CH3:38])[CH3:37])=[O:34])[CH:30]=O)[CH2:16]1.[Cl-].[NH4+]. (2) Given the product [F:1][C:2]1[CH:9]=[CH:8][C:5]([CH2:6][NH:14][CH2:10][CH:11]([CH3:13])[CH3:12])=[CH:4][CH:3]=1, predict the reactants needed to synthesize it. The reactants are: [F:1][C:2]1[CH:9]=[CH:8][C:5]([CH:6]=O)=[CH:4][CH:3]=1.[CH2:10]([NH2:14])[CH:11]([CH3:13])[CH3:12].[BH4-].[Na+].CO. (3) Given the product [CH3:16][C:3]1[CH:2]=[CH:10][C:6]([C:7]([OH:9])=[O:8])=[C:5]([N:11]2[N:12]=[CH:13][CH:14]=[N:15]2)[CH:4]=1, predict the reactants needed to synthesize it. The reactants are: C[C:2]1[CH:3]=[CH:4][C:5]([N:11]2[N:15]=[CH:14][CH:13]=[N:12]2)=[C:6]([CH:10]=1)[C:7]([OH:9])=[O:8].[CH3:16]C1C=CC(C(O)=O)=C(I)C=1.N1C=CN=N1. (4) Given the product [Cl:22][CH2:23][CH2:24][N:25]([CH2:30][CH2:31][Cl:32])[P:26]([NH2:16])(=[O:27])[O:9][CH2:8][CH2:7][S:6][CH2:5][CH2:4][N:3]([CH2:1][CH3:2])[CH2:10][CH3:11], predict the reactants needed to synthesize it. The reactants are: [CH2:1]([N:3]([CH2:10][CH3:11])[CH2:4][CH2:5][S:6][CH2:7][CH2:8][OH:9])[CH3:2].C[Si]([N-:16][Si](C)(C)C)(C)C.[Li+].[Cl:22][CH2:23][CH2:24][N:25]([CH2:30][CH2:31][Cl:32])[P:26](Cl)(Cl)=[O:27]. (5) Given the product [C:12]([O:16][C:17](=[O:38])[NH:18][C:19]([C:31]1[CH:32]=[N:33][C:34]([Cl:37])=[CH:35][CH:36]=1)([CH3:30])[C:20]([C:22]1[CH:27]=[CH:26][C:25]([Cl:28])=[C:24]([F:29])[CH:23]=1)=[O:21])([CH3:13])([CH3:14])[CH3:15], predict the reactants needed to synthesize it. The reactants are: C(OC(=O)C)(=O)C.CS(C)=O.[C:12]([O:16][C:17](=[O:38])[NH:18][C:19]([C:31]1[CH:32]=[N:33][C:34]([Cl:37])=[CH:35][CH:36]=1)([CH3:30])[CH:20]([C:22]1[CH:27]=[CH:26][C:25]([Cl:28])=[C:24]([F:29])[CH:23]=1)[OH:21])([CH3:15])([CH3:14])[CH3:13]. (6) The reactants are: [C:1]([O:5][C:6]([NH:8][C@:9]1([C:14]([OH:16])=O)[CH2:11][C@H:10]1[CH:12]=[CH2:13])=[O:7])([CH3:4])([CH3:3])[CH3:2].C(C1NC=CN=1)(C1NC=CN=1)=O.[CH2:29]([O:36][C:37]1[CH:38]=[C:39]([S:43]([NH2:46])(=[O:45])=[O:44])[CH:40]=[CH:41][CH:42]=1)[C:30]1[CH:35]=[CH:34][CH:33]=[CH:32][CH:31]=1.C1CCN2C(=NCCC2)CC1. Given the product [C:1]([O:5][C:6](=[O:7])[NH:8][C@:9]1([C:14]([NH:46][S:43]([C:39]2[CH:40]=[CH:41][CH:42]=[C:37]([O:36][CH2:29][C:30]3[CH:35]=[CH:34][CH:33]=[CH:32][CH:31]=3)[CH:38]=2)(=[O:44])=[O:45])=[O:16])[CH2:11][C@H:10]1[CH:12]=[CH2:13])([CH3:2])([CH3:3])[CH3:4], predict the reactants needed to synthesize it. (7) The reactants are: [CH2:1]([N:8]1[CH2:13][CH2:12][C:11](=O)[CH2:10][CH2:9]1)[C:2]1[CH:7]=[CH:6][CH:5]=[CH:4][CH:3]=1.[NH2:15][C:16]1[CH:24]=[CH:23][C:22]([Br:25])=[CH:21][C:17]=1[C:18]([NH2:20])=[O:19].C([O-])(O)=O.[Na+]. Given the product [CH2:1]([N:8]1[CH2:13][CH2:12][C:11]2([NH:20][C:18](=[O:19])[C:17]3[C:16](=[CH:24][CH:23]=[C:22]([Br:25])[CH:21]=3)[NH:15]2)[CH2:10][CH2:9]1)[C:2]1[CH:7]=[CH:6][CH:5]=[CH:4][CH:3]=1, predict the reactants needed to synthesize it.